This data is from In vitro SARS-CoV-2 activity screen of 1,480 approved drugs from Prestwick library. The task is: Binary Classification. Given a drug SMILES string, predict its activity (active/inactive) in a high-throughput screening assay against a specified biological target. The drug is CC1=NS(=O)(=O)c2cc(Cl)ccc2N1. The result is 0 (inactive).